Predict the product of the given reaction. From a dataset of Forward reaction prediction with 1.9M reactions from USPTO patents (1976-2016). (1) Given the reactants C([O:4][CH2:5][C:6]1[C:11]([N:12]2[CH2:24][CH2:23][C:22]3[N:21]4[C:16]([CH2:17][CH2:18][CH2:19][CH2:20]4)=[CH:15][C:14]=3[C:13]2=[O:25])=[CH:10][C:9]([F:26])=[CH:8][C:7]=1[C:27]1[CH:32]=[C:31]([NH:33][C:34]2[CH:39]=[CH:38][C:37]([N:40]3[CH2:45][C@@H:44]([CH3:46])[N:43]([CH:47]4[CH2:50][O:49][CH2:48]4)[CH2:42][C@@H:41]3[CH3:51])=[CH:36][N:35]=2)[C:30](=[O:52])[N:29]([CH3:53])[CH:28]=1)(=O)C.[OH-].[Li+], predict the reaction product. The product is: [CH3:51][C@H:41]1[CH2:42][N:43]([CH:47]2[CH2:50][O:49][CH2:48]2)[C@H:44]([CH3:46])[CH2:45][N:40]1[C:37]1[CH:38]=[CH:39][C:34]([NH:33][C:31]2[C:30](=[O:52])[N:29]([CH3:53])[CH:28]=[C:27]([C:7]3[C:6]([CH2:5][OH:4])=[C:11]([N:12]4[CH2:24][CH2:23][C:22]5[N:21]6[C:16]([CH2:17][CH2:18][CH2:19][CH2:20]6)=[CH:15][C:14]=5[C:13]4=[O:25])[CH:10]=[C:9]([F:26])[CH:8]=3)[CH:32]=2)=[N:35][CH:36]=1. (2) Given the reactants Cl[C:2]1[CH:7]=[CH:6][C:5]([C:8]#[N:9])=[CH:4][N:3]=1.C(=O)([O-])[O-].[Cs+].[Cs+].Cl.[Br:17][C:18]1[CH:23]=[CH:22][CH:21]=[CH:20][C:19]=1[O:24][CH:25]1[CH2:28][NH:27][CH2:26]1.O, predict the reaction product. The product is: [Br:17][C:18]1[CH:23]=[CH:22][CH:21]=[CH:20][C:19]=1[O:24][CH:25]1[CH2:28][N:27]([C:2]2[CH:7]=[CH:6][C:5]([C:8]#[N:9])=[CH:4][N:3]=2)[CH2:26]1.